This data is from Full USPTO retrosynthesis dataset with 1.9M reactions from patents (1976-2016). The task is: Predict the reactants needed to synthesize the given product. Given the product [CH:1]1([CH2:4][O:5][C:6]2[CH:11]=[CH:10][C:9]([C:12]3[N:17]=[CH:16][N:15]=[C:14]([NH:18][C@H:19]([C:27]([OH:29])=[O:28])[CH2:20][C:21]4[CH:26]=[CH:25][CH:24]=[CH:23][CH:22]=4)[CH:13]=3)=[CH:8][CH:7]=2)[CH2:3][CH2:2]1, predict the reactants needed to synthesize it. The reactants are: [CH:1]1([CH2:4][O:5][C:6]2[CH:11]=[CH:10][C:9]([C:12]3[N:17]=[CH:16][N:15]=[C:14]([NH:18][C@H:19]([C:27]([O:29]C)=[O:28])[CH2:20][C:21]4[CH:26]=[CH:25][CH:24]=[CH:23][CH:22]=4)[CH:13]=3)=[CH:8][CH:7]=2)[CH2:3][CH2:2]1.[OH-].[Na+].